Dataset: Catalyst prediction with 721,799 reactions and 888 catalyst types from USPTO. Task: Predict which catalyst facilitates the given reaction. Reactant: [Cl:1][C:2]1[CH:30]=[CH:29][C:5]([CH2:6][C:7]2[N:8]=[C:9]([C:17]3[C:18]([CH3:28])=[N:19][N:20]4[CH:25]=[CH:24][C:23]([CH2:26][NH2:27])=[CH:22][C:21]=34)[S:10][C:11]=2[C:12]2[NH:16][CH:15]=[N:14][N:13]=2)=[CH:4][CH:3]=1.[N:31]1[CH:36]=[CH:35][N:34]=[CH:33][C:32]=1[C:37](Cl)=[O:38].C(N(CC)C(C)C)(C)C. Product: [Cl:1][C:2]1[CH:3]=[CH:4][C:5]([CH2:6][C:7]2[N:8]=[C:9]([C:17]3[C:18]([CH3:28])=[N:19][N:20]4[CH:25]=[CH:24][C:23]([CH2:26][NH:27][C:37]([C:32]5[CH:33]=[N:34][CH:35]=[CH:36][N:31]=5)=[O:38])=[CH:22][C:21]=34)[S:10][C:11]=2[C:12]2[NH:16][CH:15]=[N:14][N:13]=2)=[CH:29][CH:30]=1. The catalyst class is: 306.